This data is from Reaction yield outcomes from USPTO patents with 853,638 reactions. The task is: Predict the reaction yield, written as a fraction of the theoretical maximum amount of product (1.0 means a 100% yield; for example, 0.34 means a 34% yield). The yield is 0.900. The product is [Br:1][C:2]1[CH:10]=[CH:9][C:5]([CH2:6][OH:7])=[C:4]([CH3:11])[CH:3]=1. The catalyst is C1COCC1.O. The reactants are [Br:1][C:2]1[CH:10]=[CH:9][C:5]([C:6](O)=[O:7])=[C:4]([CH3:11])[CH:3]=1.B.C1COCC1.